From a dataset of Full USPTO retrosynthesis dataset with 1.9M reactions from patents (1976-2016). Predict the reactants needed to synthesize the given product. (1) Given the product [CH2:41]([S:43]([NH:1][C:2]1([CH2:7][N:8]2[CH2:13][CH2:12][CH:11]([CH2:14][NH:15][C:16](=[O:31])[C:17]3[CH:22]=[C:21]([C:23]([F:24])([F:25])[F:26])[CH:20]=[C:19]([C:27]([F:28])([F:29])[F:30])[CH:18]=3)[CH2:10][CH2:9]2)[CH2:6][CH2:5][CH2:4][CH2:3]1)(=[O:45])=[O:44])[CH3:42], predict the reactants needed to synthesize it. The reactants are: [NH2:1][C:2]1([CH2:7][N:8]2[CH2:13][CH2:12][CH:11]([CH2:14][NH:15][C:16](=[O:31])[C:17]3[CH:22]=[C:21]([C:23]([F:26])([F:25])[F:24])[CH:20]=[C:19]([C:27]([F:30])([F:29])[F:28])[CH:18]=3)[CH2:10][CH2:9]2)[CH2:6][CH2:5][CH2:4][CH2:3]1.CCN(C(C)C)C(C)C.[CH2:41]([S:43](Cl)(=[O:45])=[O:44])[CH3:42]. (2) The reactants are: [Cl:1][C:2]1[CH:3]=[CH:4][C:5]([O:18][CH2:19][C:20]2[CH:25]=[CH:24][CH:23]=[CH:22][CH:21]=2)=[C:6]([CH2:8][N:9]2[CH:13]=[CH:12][C:11]([C:14]([O:16]C)=[O:15])=[N:10]2)[CH:7]=1.[OH-].[Na+]. Given the product [Cl:1][C:2]1[CH:3]=[CH:4][C:5]([O:18][CH2:19][C:20]2[CH:21]=[CH:22][CH:23]=[CH:24][CH:25]=2)=[C:6]([CH2:8][N:9]2[CH:13]=[CH:12][C:11]([C:14]([OH:16])=[O:15])=[N:10]2)[CH:7]=1, predict the reactants needed to synthesize it. (3) The reactants are: [CH2:1]([C:8]1[C:17]2[C:12](=[CH:13][CH:14]=[CH:15][CH:16]=2)[C:11]([N:18]2[CH2:23][CH2:22][N:21]([C:24]3[CH:29]=[N:28][C:27]([C:30]([OH:38])([CH3:37])[CH2:31]OS(C)(=O)=O)=[CH:26][N:25]=3)[CH2:20][CH2:19]2)=[N:10][N:9]=1)[C:2]1[CH:7]=[CH:6][CH:5]=[CH:4][CH:3]=1.[OH:39][CH:40]1[CH2:45][CH2:44][NH:43][CH2:42][CH2:41]1.C(N(C(C)C)CC)(C)C. Given the product [CH2:1]([C:8]1[C:17]2[C:12](=[CH:13][CH:14]=[CH:15][CH:16]=2)[C:11]([N:18]2[CH2:23][CH2:22][N:21]([C:24]3[CH:29]=[N:28][C:27]([C:30]([OH:38])([CH3:37])[CH2:31][N:43]4[CH2:44][CH2:45][CH:40]([OH:39])[CH2:41][CH2:42]4)=[CH:26][N:25]=3)[CH2:20][CH2:19]2)=[N:10][N:9]=1)[C:2]1[CH:3]=[CH:4][CH:5]=[CH:6][CH:7]=1, predict the reactants needed to synthesize it. (4) Given the product [CH2:22]([N:24]([CH2:25][CH3:26])[C:2]1[C:11]2[C:6](=[C:7]([NH:12][S:13]([C:16]3[CH:21]=[CH:20][CH:19]=[CH:18][CH:17]=3)(=[O:15])=[O:14])[CH:8]=[CH:9][CH:10]=2)[N:5]=[CH:4][CH:3]=1)[CH3:23], predict the reactants needed to synthesize it. The reactants are: Cl[C:2]1[C:11]2[C:6](=[C:7]([NH:12][S:13]([C:16]3[CH:21]=[CH:20][CH:19]=[CH:18][CH:17]=3)(=[O:15])=[O:14])[CH:8]=[CH:9][CH:10]=2)[N:5]=[CH:4][CH:3]=1.[CH2:22]([NH:24][CH2:25][CH3:26])[CH3:23].CCN(C(C)C)C(C)C. (5) Given the product [CH:1]([N:14]1[CH2:19][CH2:18][N:17]([C:20](=[O:42])[CH2:21][N:22]2[CH2:27][CH2:26][NH:25][CH:24]([C:35]3[CH:40]=[CH:39][CH:38]=[CH:37][CH:36]=3)[C:23]2=[O:41])[CH2:16][CH2:15]1)([C:2]1[CH:3]=[CH:4][CH:5]=[CH:6][CH:7]=1)[C:8]1[CH:13]=[CH:12][CH:11]=[CH:10][CH:9]=1, predict the reactants needed to synthesize it. The reactants are: [CH:1]([N:14]1[CH2:19][CH2:18][N:17]([C:20](=[O:42])[CH2:21][N:22]2[CH2:27][CH2:26][N:25](C(OC(C)(C)C)=O)[CH:24]([C:35]3[CH:40]=[CH:39][CH:38]=[CH:37][CH:36]=3)[C:23]2=[O:41])[CH2:16][CH2:15]1)([C:8]1[CH:13]=[CH:12][CH:11]=[CH:10][CH:9]=1)[C:2]1[CH:7]=[CH:6][CH:5]=[CH:4][CH:3]=1.Cl.